Dataset: Reaction yield outcomes from USPTO patents with 853,638 reactions. Task: Predict the reaction yield, written as a fraction of the theoretical maximum amount of product (1.0 means a 100% yield; for example, 0.34 means a 34% yield). (1) The reactants are [F:1][C:2]1[CH:7]=[C:6]([S:8]([CH3:11])(=[O:10])=[O:9])[CH:5]=[CH:4][C:3]=1[NH:12][C@H:13]1[CH2:17][CH2:16][N:15]([CH:18]2[CH2:23][CH2:22][NH:21][CH2:20][CH2:19]2)[C:14]1=[O:24].C(=O)([O-])[O-].[K+].[K+].[N:31]#[C:32]Br.[OH-].[Na+]. The catalyst is C(#N)C. The product is [F:1][C:2]1[CH:7]=[C:6]([S:8]([CH3:11])(=[O:10])=[O:9])[CH:5]=[CH:4][C:3]=1[NH:12][C@H:13]1[CH2:17][CH2:16][N:15]([CH:18]2[CH2:23][CH2:22][N:21]([C:32]#[N:31])[CH2:20][CH2:19]2)[C:14]1=[O:24]. The yield is 0.900. (2) The catalyst is O. The reactants are [Cl-].O[NH3+:3].[C:4](=[O:7])([O-])[OH:5].[Na+].CS(C)=O.[Si]([O:20][CH:21]([CH3:59])[C:22]([CH3:58])([CH3:57])[O:23][C:24]1[CH:29]=[CH:28][C:27]([N:30]2[C:35](=[O:36])[C:34]([CH2:37][C:38]3[CH:43]=[CH:42][C:41]([C:44]4[C:45]([C:50]#[N:51])=[CH:46][CH:47]=[CH:48][CH:49]=4)=[CH:40][CH:39]=3)=[C:33]([CH2:52][CH2:53][CH3:54])[N:32]=[C:31]2[CH2:55][CH3:56])=[CH:26][CH:25]=1)(C(C)(C)C)(C)C. The yield is 0.680. The product is [CH2:55]([C:31]1[N:30]([C:27]2[CH:26]=[CH:25][C:24]([O:23][C:22]([CH3:58])([CH3:57])[CH:21]([OH:20])[CH3:59])=[CH:29][CH:28]=2)[C:35](=[O:36])[C:34]([CH2:37][C:38]2[CH:39]=[CH:40][C:41]([C:44]3[CH:49]=[CH:48][CH:47]=[CH:46][C:45]=3[C:50]3[NH:51][C:4](=[O:7])[O:5][N:3]=3)=[CH:42][CH:43]=2)=[C:33]([CH2:52][CH2:53][CH3:54])[N:32]=1)[CH3:56]. (3) The reactants are Br[C:2]1[CH:3]=[CH:4][CH:5]=[C:6]2[C:11]=1[N:10]=[C:9]([C:12]([F:21])([F:20])[C:13]1[CH:18]=[CH:17][C:16]([F:19])=[CH:15][N:14]=1)[N:8]=[C:7]2[S:22][CH3:23].[CH2:24]([Sn](CC)(CC)CC)[CH3:25].[Li+].[Cl-]. The catalyst is CC(C)([P](C(C)(C)C)([Pd][P](C(C)(C)C)(C(C)(C)C)C(C)(C)C)C(C)(C)C)C.CN(C=O)C. The product is [F:20][C:12]([F:21])([C:13]1[CH:18]=[CH:17][C:16]([F:19])=[CH:15][N:14]=1)[C:9]1[N:8]=[C:7]([S:22][CH3:23])[C:6]2[C:11](=[C:2]([CH2:24][CH3:25])[CH:3]=[CH:4][CH:5]=2)[N:10]=1. The yield is 0.730. (4) The reactants are [OH:1][CH2:2][C:3]1[CH:12]=[CH:11][C:6]([C:7]([O:9][CH3:10])=[O:8])=[C:5]([CH3:13])[CH:4]=1.[C:14]1(O)[CH:19]=[CH:18][CH:17]=[CH:16][CH:15]=1.C1(P(C2C=CC=CC=2)C2C=CC=CC=2)C=CC=CC=1.C(OC(N=NC(OC(C)C)=O)=O)(C)C. The catalyst is O1CCCC1. The product is [CH3:13][C:5]1[CH:4]=[C:3]([CH2:2][O:1][C:14]2[CH:19]=[CH:18][CH:17]=[CH:16][CH:15]=2)[CH:12]=[CH:11][C:6]=1[C:7]([O:9][CH3:10])=[O:8]. The yield is 0.370. (5) The yield is 0.960. The product is [NH2:26][C@H:3]1[C@H:2]([F:1])[CH2:6][N:5]([C:7]2[N:15]=[C:14]3[C:10]([N:11]=[CH:12][N:13]3[CH:16]([CH3:18])[CH3:17])=[C:9]([NH:19][C:20]3[CH:21]=[N:22][N:23]([CH3:25])[CH:24]=3)[N:8]=2)[CH2:4]1. The reactants are [F:1][C@@H:2]1[CH2:6][N:5]([C:7]2[N:15]=[C:14]3[C:10]([N:11]=[CH:12][N:13]3[CH:16]([CH3:18])[CH3:17])=[C:9]([NH:19][C:20]3[CH:21]=[N:22][N:23]([CH3:25])[CH:24]=3)[N:8]=2)[CH2:4][C@H:3]1[NH:26]C(=O)OCC1C=CC=CC=1.C([O-])=O.[NH4+].O. The catalyst is C(O)C.